This data is from Full USPTO retrosynthesis dataset with 1.9M reactions from patents (1976-2016). The task is: Predict the reactants needed to synthesize the given product. (1) The reactants are: [CH2:1]([O:8][C:9]1[CH:14]=[CH:13][C:12]([C:15]2[N:19]([C:20]3[CH:25]=[CH:24][C:23]([O:26][CH3:27])=[CH:22][CH:21]=3)[N:18]=[C:17]([OH:28])[CH:16]=2)=[CH:11][CH:10]=1)[C:2]1[CH:7]=[CH:6][CH:5]=[CH:4][CH:3]=1.C([O-])([O-])=O.[K+].[K+].[CH2:35](OS(OCC)(=O)=O)[CH3:36]. Given the product [CH2:1]([O:8][C:9]1[CH:10]=[CH:11][C:12]([C:15]2[N:19]([C:20]3[CH:25]=[CH:24][C:23]([O:26][CH3:27])=[CH:22][CH:21]=3)[N:18]=[C:17]([O:28][CH2:35][CH3:36])[CH:16]=2)=[CH:13][CH:14]=1)[C:2]1[CH:7]=[CH:6][CH:5]=[CH:4][CH:3]=1, predict the reactants needed to synthesize it. (2) Given the product [CH3:18][S:19]([CH2:22][C:23]1[CH:29]=[CH:28][C:26]([NH:27][CH:4]=[C:5]2[C:16]3[C:8](=[CH:9][CH:10]=[C:11]4[C:15]=3[S:14][CH:13]=[N:12]4)[NH:7][C:6]2=[O:17])=[CH:25][CH:24]=1)(=[O:20])=[O:21], predict the reactants needed to synthesize it. The reactants are: C(O[CH:4]=[C:5]1[C:16]2[C:8](=[CH:9][CH:10]=[C:11]3[C:15]=2[S:14][CH:13]=[N:12]3)[NH:7][C:6]1=[O:17])C.[CH3:18][S:19]([CH2:22][C:23]1[CH:29]=[CH:28][C:26]([NH2:27])=[CH:25][CH:24]=1)(=[O:21])=[O:20]. (3) Given the product [CH:14]1([N:17]([CH:19]2[CH2:18][CH2:22]2)[CH:6]2[CH2:5][C:4]3[C:9](=[CH:10][CH:11]=[CH:12][C:3]=3[O:2][CH3:1])[O:8][CH2:7]2)[CH2:16][CH2:15]1, predict the reactants needed to synthesize it. The reactants are: [CH3:1][O:2][C:3]1[CH:12]=[CH:11][CH:10]=[C:9]2[C:4]=1[CH2:5][C:6](=O)[CH2:7][O:8]2.[CH:14]1([NH2:17])[CH2:16][CH2:15]1.[C:18](O)(=O)[CH3:19].[C:22](O[BH-](OC(=O)C)OC(=O)C)(=O)C.[Na+].